The task is: Predict the reactants needed to synthesize the given product.. This data is from Full USPTO retrosynthesis dataset with 1.9M reactions from patents (1976-2016). (1) The reactants are: C1(C)C=CC(S(O)(=O)=O)=CC=1.[CH2:12]([O:19][C:20](=[O:23])[CH2:21]N)[C:13]1[CH:18]=[CH:17][CH:16]=[CH:15][CH:14]=1.CCN(C(C)C)C(C)C.C(OC(NC1C=CC(C(F)(F)F)=CC=1C(O)=O)=O)(C)(C)C.CN([P+](ON1N=NC2C=CC=CC1=2)(N(C)C)N(C)C)C.F[P-](F)(F)(F)(F)F.Cl. Given the product [CH2:12]([O:19][C:20](=[O:23])[CH3:21])[C:13]1[CH:18]=[CH:17][CH:16]=[CH:15][CH:14]=1, predict the reactants needed to synthesize it. (2) Given the product [CH2:7]([O:6][C:4]([C:3]1[N:17]=[C:14]2[CH:13]=[CH:12][C:11]([I:10])=[CH:16][N:15]2[CH:2]=1)=[O:5])[CH3:8], predict the reactants needed to synthesize it. The reactants are: Br[CH2:2][C:3](=O)[C:4]([O:6][CH2:7][CH3:8])=[O:5].[I:10][C:11]1[CH:12]=[CH:13][C:14]([NH2:17])=[N:15][CH:16]=1.